This data is from TCR-epitope binding with 47,182 pairs between 192 epitopes and 23,139 TCRs. The task is: Binary Classification. Given a T-cell receptor sequence (or CDR3 region) and an epitope sequence, predict whether binding occurs between them. (1) The epitope is TFYLTNDVSFL. The TCR CDR3 sequence is CASSQIMEAPYGYTF. Result: 0 (the TCR does not bind to the epitope). (2) The epitope is LQPFPQPELPYPQPQ. The TCR CDR3 sequence is CASSLGPLGQGWSDTQYF. Result: 0 (the TCR does not bind to the epitope). (3) The epitope is TLDSKTQSL. The TCR CDR3 sequence is CAISESTNSYEQYF. Result: 0 (the TCR does not bind to the epitope). (4) The epitope is KLSYGIATV. The TCR CDR3 sequence is CASSQAALEAMSNEQFF. Result: 1 (the TCR binds to the epitope). (5) The epitope is KMKDLSPRW. The TCR CDR3 sequence is CASSLGVVELFF. Result: 0 (the TCR does not bind to the epitope). (6) The epitope is LLLGIGILV. The TCR CDR3 sequence is CASSQSGEPYNEQFF. Result: 0 (the TCR does not bind to the epitope).